Task: Predict the reaction yield, written as a fraction of the theoretical maximum amount of product (1.0 means a 100% yield; for example, 0.34 means a 34% yield).. Dataset: Reaction yield outcomes from USPTO patents with 853,638 reactions (1) The reactants are [CH2:1]([O:8][C:9](=[O:25])[NH:10][CH2:11][CH2:12][O:13][N:14]1C(=O)C2C(=CC=CC=2)C1=O)[C:2]1[CH:7]=[CH:6][CH:5]=[CH:4][CH:3]=1. The catalyst is C(Cl)Cl. The product is [NH2:14][O:13][CH2:12][CH2:11][NH:10][C:9](=[O:25])[O:8][CH2:1][C:2]1[CH:7]=[CH:6][CH:5]=[CH:4][CH:3]=1. The yield is 0.970. (2) The reactants are Br[C:2]1[CH:3]=[C:4]([C:8]2[C:9]3[C:14]([C:15]([C:22]4[CH:27]=[CH:26][CH:25]=[CH:24][CH:23]=4)=[C:16]4[C:21]=2[CH:20]=[CH:19][CH:18]=[CH:17]4)=[CH:13][CH:12]=[CH:11][CH:10]=3)[CH:5]=[CH:6][CH:7]=1.[CH:28]1[C:36]2[C:35]3[CH:37]=[CH:38][CH:39]=[CH:40][C:34]=3[O:33][C:32]=2[C:31]([C:41]2[CH:42]=[CH:43][C:44]3[NH:45][C:46]4[C:51]([C:52]=3[CH:53]=2)=[CH:50][CH:49]=[CH:48][CH:47]=4)=[CH:30][CH:29]=1.CC(C)([O-])C.[Na+].C(P(C(C)(C)C)C(C)(C)C)(C)(C)C. The catalyst is C1C=CC(/C=C/C(/C=C/C2C=CC=CC=2)=O)=CC=1.C1C=CC(/C=C/C(/C=C/C2C=CC=CC=2)=O)=CC=1.[Pd].CCCCCC.C1(C)C=CC=CC=1. The product is [CH:28]1[C:36]2[C:35]3[CH:37]=[CH:38][CH:39]=[CH:40][C:34]=3[O:33][C:32]=2[C:31]([C:41]2[CH:42]=[CH:43][C:44]3[N:45]([C:6]4[CH:7]=[CH:2][CH:3]=[C:4]([C:8]5[C:21]6[C:16]([C:15]([C:22]7[CH:27]=[CH:26][CH:25]=[CH:24][CH:23]=7)=[C:14]7[C:9]=5[CH:10]=[CH:11][CH:12]=[CH:13]7)=[CH:17][CH:18]=[CH:19][CH:20]=6)[CH:5]=4)[C:46]4[C:51]([C:52]=3[CH:53]=2)=[CH:50][CH:49]=[CH:48][CH:47]=4)=[CH:30][CH:29]=1. The yield is 0.880.